Dataset: Full USPTO retrosynthesis dataset with 1.9M reactions from patents (1976-2016). Task: Predict the reactants needed to synthesize the given product. (1) Given the product [Cl:1][C:2]1[C:3]([C:16]2[C:24]3[C:19](=[CH:20][CH:21]=[CH:22][CH:23]=3)[N:18]([S:25]([C:28]3[CH:33]=[CH:32][CH:31]=[CH:30][CH:29]=3)(=[O:27])=[O:26])[CH:17]=2)=[N:4][C:5]([NH:8][CH2:9][CH:10]2[CH2:15][CH2:14][CH2:13][N:12]([C:46]([C:45]3[CH:44]=[CH:43][C:42]([NH:41][C:39](=[O:40])[O:38][C:34]([CH3:36])([CH3:35])[CH3:37])=[CH:50][CH:49]=3)=[O:47])[CH2:11]2)=[N:6][CH:7]=1, predict the reactants needed to synthesize it. The reactants are: [Cl:1][C:2]1[C:3]([C:16]2[C:24]3[C:19](=[CH:20][CH:21]=[CH:22][CH:23]=3)[N:18]([S:25]([C:28]3[CH:33]=[CH:32][CH:31]=[CH:30][CH:29]=3)(=[O:27])=[O:26])[CH:17]=2)=[N:4][C:5]([NH:8][CH2:9][CH:10]2[CH2:15][CH2:14][CH2:13][NH:12][CH2:11]2)=[N:6][CH:7]=1.[C:34]([O:38][C:39]([NH:41][C:42]1[CH:50]=[CH:49][C:45]([C:46](O)=[O:47])=[CH:44][CH:43]=1)=[O:40])([CH3:37])([CH3:36])[CH3:35].CN(C(ON1N=NC2C=CC=CC1=2)=[N+](C)C)C.F[P-](F)(F)(F)(F)F.C(N(C(C)C)CC)(C)C. (2) Given the product [F:1][C:2]1[CH:3]=[CH:4][C:5]([N:8]2[CH:11]([C:12]3[CH:13]=[CH:14][C:15]([O:18][CH2:47][CH2:46][CH2:45][CH2:44][CH2:43][CH2:42][CH2:41][CH2:40][CH2:39][CH2:38][I:37])=[CH:16][CH:17]=3)[CH:10]([CH2:19][CH2:20][CH:21]([C:23]3[CH:24]=[CH:25][C:26]([F:29])=[CH:27][CH:28]=3)[OH:22])[C:9]2=[O:30])=[CH:6][CH:7]=1, predict the reactants needed to synthesize it. The reactants are: [F:1][C:2]1[CH:7]=[CH:6][C:5]([N:8]2[CH:11]([C:12]3[CH:17]=[CH:16][C:15]([OH:18])=[CH:14][CH:13]=3)[CH:10]([CH2:19][CH2:20][CH:21]([C:23]3[CH:28]=[CH:27][C:26]([F:29])=[CH:25][CH:24]=3)[OH:22])[C:9]2=[O:30])=[CH:4][CH:3]=1.C(=O)([O-])[O-].[K+].[K+].[I:37][CH:38](I)[CH2:39][CH2:40][CH2:41][CH2:42][CH2:43][CH2:44][CH2:45][CH2:46][CH3:47]. (3) Given the product [F:1][C:2]([F:6])([F:5])[CH2:3][CH2:4][S:7][CH2:8][CH2:9][C:10]([O:12][CH3:13])=[O:11], predict the reactants needed to synthesize it. The reactants are: [F:1][C:2]([F:6])([F:5])[CH:3]=[CH2:4].[SH:7][CH2:8][CH2:9][C:10]([O:12][CH3:13])=[O:11].COC(OC)(C1C=CC=CC=1)C(C1C=CC=CC=1)=O. (4) Given the product [O:1]1[C:5]2[CH:6]=[CH:7][C:8]([C:10]3([C:13]([NH:15][C:16]4[CH:17]=[C:18]5[C:22](=[C:23]([C:25]([NH2:26])=[O:31])[CH:24]=4)[NH:21][C:20]([C:27]([CH3:30])([CH3:29])[CH3:28])=[CH:19]5)=[O:14])[CH2:12][CH2:11]3)=[CH:9][C:4]=2[O:3][CH2:2]1, predict the reactants needed to synthesize it. The reactants are: [O:1]1[C:5]2[CH:6]=[CH:7][C:8]([C:10]3([C:13]([NH:15][C:16]4[CH:17]=[C:18]5[C:22](=[C:23]([C:25]#[N:26])[CH:24]=4)[NH:21][C:20]([C:27]([CH3:30])([CH3:29])[CH3:28])=[CH:19]5)=[O:14])[CH2:12][CH2:11]3)=[CH:9][C:4]=2[O:3][CH2:2]1.[OH:31]O.[OH-].[Na+]. (5) Given the product [OH:18][CH2:17][CH2:16][CH2:15][NH:14][C:12]([NH:11][C:10]1[S:9][N:8]=[C:7]([C:21]2[CH:26]=[CH:25][C:24]([N+:27]([O-:29])=[O:28])=[CH:23][CH:22]=2)[C:6]=1[C:4]([NH2:3])=[O:5])=[O:13], predict the reactants needed to synthesize it. The reactants are: [BH4-].[Na+].[NH2:3][C:4]([C:6]1[C:7]([C:21]2[CH:26]=[CH:25][C:24]([N+:27]([O-:29])=[O:28])=[CH:23][CH:22]=2)=[N:8][S:9][C:10]=1[NH:11][C:12]([NH:14][CH2:15][CH2:16][C:17](OC)=[O:18])=[O:13])=[O:5].CO. (6) Given the product [Cl:1][C:2]1[CH:7]=[C:6]([Cl:8])[CH:5]=[CH:4][C:3]=1[CH2:9][O:10][C:16]1[CH:15]=[CH:14][NH:13][C:12](=[O:20])[CH:17]=1, predict the reactants needed to synthesize it. The reactants are: [Cl:1][C:2]1[CH:7]=[C:6]([Cl:8])[CH:5]=[CH:4][C:3]=1[CH2:9][OH:10].Cl[C:12]1[CH:17]=[C:16](I)[CH:15]=[CH:14][N:13]=1.C([O-])([O-])=[O:20].[Cs+].[Cs+].N1C2C(=CC=C3C=2N=CC=C3)C=CC=1. (7) Given the product [F:35][C:2]1([F:1])[CH2:7][CH2:6][CH:5]([CH2:8][N:9]2[C:17]3[C:12](=[N:13][CH:14]=[C:15]([C:18]4[C:19]([CH3:24])=[N:20][O:21][C:22]=4[CH3:23])[CH:16]=3)[C:11]([C:25]3[CH:30]=[CH:29][C:28]([CH2:31][C:32]([O:34][Na:37])=[O:33])=[CH:27][CH:26]=3)=[CH:10]2)[CH2:4][CH2:3]1, predict the reactants needed to synthesize it. The reactants are: [F:1][C:2]1([F:35])[CH2:7][CH2:6][CH:5]([CH2:8][N:9]2[C:17]3[C:12](=[N:13][CH:14]=[C:15]([C:18]4[C:19]([CH3:24])=[N:20][O:21][C:22]=4[CH3:23])[CH:16]=3)[C:11]([C:25]3[CH:30]=[CH:29][C:28]([CH2:31][C:32]([OH:34])=[O:33])=[CH:27][CH:26]=3)=[CH:10]2)[CH2:4][CH2:3]1.[OH-].[Na+:37].